From a dataset of Peptide-MHC class II binding affinity with 134,281 pairs from IEDB. Regression. Given a peptide amino acid sequence and an MHC pseudo amino acid sequence, predict their binding affinity value. This is MHC class II binding data. (1) The peptide sequence is SHHYIRVGNETGLEL. The binding affinity (normalized) is 0.672. The MHC is DRB1_0701 with pseudo-sequence DRB1_0701. (2) The peptide sequence is EKPYFAATQFEPLAA. The MHC is HLA-DPA10201-DPB11401 with pseudo-sequence HLA-DPA10201-DPB11401. The binding affinity (normalized) is 0.653. (3) The peptide sequence is EISTNIRQAGVQYSR. The MHC is HLA-DQA10501-DQB10201 with pseudo-sequence HLA-DQA10501-DQB10201. The binding affinity (normalized) is 0.315. (4) The peptide sequence is EKKYFALTQFEPLAA. The MHC is DRB1_0701 with pseudo-sequence DRB1_0701. The binding affinity (normalized) is 0.805. (5) The peptide sequence is GEMRLRDDQRKVFRE. The MHC is DRB1_1301 with pseudo-sequence DRB1_1301. The binding affinity (normalized) is 0.644. (6) The MHC is DRB1_0401 with pseudo-sequence DRB1_0401. The binding affinity (normalized) is 0.581. The peptide sequence is QPPSLPITVYYAVLERACRSVLLNAPSEAPQIVR. (7) The peptide sequence is CADARMYGVLPWNAFPGKVC. The MHC is DRB5_0101 with pseudo-sequence DRB5_0101. The binding affinity (normalized) is 0.674. (8) The peptide sequence is SVKEDLVAYGGSWKL. The MHC is DRB3_0101 with pseudo-sequence DRB3_0101. The binding affinity (normalized) is 0. (9) The peptide sequence is IVQNAYKQMIKSRTL. The MHC is DRB1_0404 with pseudo-sequence DRB1_0404. The binding affinity (normalized) is 0.343.